This data is from Reaction yield outcomes from USPTO patents with 853,638 reactions. The task is: Predict the reaction yield, written as a fraction of the theoretical maximum amount of product (1.0 means a 100% yield; for example, 0.34 means a 34% yield). (1) The reactants are [OH:1][C:2]1[CH:3]=[CH:4][C:5]2[O:19][CH2:18][C:8]3(C4[C:11](=CC=CC=4)[NH:10][C:9]3=[O:17])[C:6]=2[CH:7]=1.[C:33]1(P([C:33]2[CH:38]=[CH:37][CH:36]=[CH:35][CH:34]=2)[C:33]2[CH:38]=[CH:37][CH:36]=[CH:35][CH:34]=2)[CH:38]=[CH:37][CH:36]=[CH:35][CH:34]=1.CO.N(C(OCC)=O)=N[C:43](OCC)=O. The catalyst is O1CCCC1. The product is [CH3:43][O:1][C:2]1[CH:3]=[CH:4][C:5]2[O:19][CH2:18][C:8]3([C:34]4[C:33](=[CH:38][CH:37]=[CH:36][CH:35]=4)[N:10]([CH3:11])[C:9]3=[O:17])[C:6]=2[CH:7]=1. The yield is 0.140. (2) The reactants are [C:1]([CH:9]1[CH2:18][CH2:17][CH:16]2[C:11]([C:24]3[CH:29]=[CH:28][CH:27]=[CH:26][CH:25]=3)([CH2:12][CH2:13][C:14]3(O[CH2:22][CH2:21][O:20]3)[CH:15]2[CH3:19])[C:10]1=O)(=O)[C:2]1[CH:7]=[CH:6][CH:5]=[CH:4][CH:3]=1.[OH2:31].[NH2:32][NH2:33]. The catalyst is C(O)C. The product is [CH3:19][CH:15]1[C:14]2([O:20][CH2:21][CH2:22][O:31]2)[CH2:13][CH2:12][C:11]2([C:24]3[CH:25]=[CH:26][CH:27]=[CH:28][CH:29]=3)[CH:16]1[CH2:17][CH2:18][C:9]1[C:10]2=[N:33][NH:32][C:1]=1[C:2]1[CH:7]=[CH:6][CH:5]=[CH:4][CH:3]=1. The yield is 0.680. (3) The product is [F:19][C:20]1[CH:21]=[CH:22][C:23]([C:26]2[S:30][C:29]([C:31]([C:2]3[CH:7]=[CH:6][N:5]=[CH:4][CH:3]=3)([OH:34])[CH2:32][CH3:33])=[N:28][N:27]=2)=[CH:24][CH:25]=1. The reactants are I[C:2]1[CH:7]=[CH:6][N:5]=[CH:4][CH:3]=1.[Li]CCCC.CCCCCC.[F:19][C:20]1[CH:25]=[CH:24][C:23]([C:26]2[S:30][C:29]([C:31](=[O:34])[CH2:32][CH3:33])=[N:28][N:27]=2)=[CH:22][CH:21]=1. The catalyst is C1COCC1. The yield is 0.170. (4) The reactants are [CH3:1][O:2][C:3]1([C:10]2[CH:38]=[CH:37][C:36]([C:39]([F:42])([F:41])[F:40])=[CH:35][C:11]=2[CH2:12][N:13]([CH2:20][C:21]2[CH:26]=[C:25]([C:27]([F:30])([F:29])[F:28])[CH:24]=[C:23]([C:31]([F:34])([F:33])[F:32])[CH:22]=2)[C:14]2[N:15]=[N:16][N:17]([CH3:19])[N:18]=2)[CH2:9][CH2:8][CH2:7][CH2:6][CH2:5][CH2:4]1.C(=O)([O-])[O-].[Na+].[Na+].CN(C)C=O.BrC[CH2:56][O:57][Si:58]([C:61]([CH3:64])([CH3:63])[CH3:62])([CH3:60])[CH3:59]. The catalyst is CC1CCCO1.C(OCC)(=O)C. The product is [CH3:1][O:2][C:3]1([C:10]2[CH:38]=[CH:37][C:36]([C:39]([F:42])([F:40])[F:41])=[CH:35][C:11]=2[CH2:12][N:13]([CH2:20][C:21]2[CH:26]=[C:25]([C:27]([F:28])([F:29])[F:30])[CH:24]=[C:23]([C:31]([F:34])([F:33])[F:32])[CH:22]=2)[C:14]2[N:15]=[N:16][N:17]([CH2:19][CH2:56][O:57][Si:58]([C:61]([CH3:64])([CH3:63])[CH3:62])([CH3:60])[CH3:59])[N:18]=2)[CH2:4][CH2:5][CH2:6][CH2:7][CH2:8][CH2:9]1. The yield is 0.700. (5) The catalyst is C(=O)(O)[O-].[Na+]. The reactants are S(=O)(=O)(O)[OH:2].[Cl:6][C:7]1[CH:8]=[C:9]([C:13]2[N:18]=[C:17]([O:19][C:20]3[N:25]=[CH:24][C:23]([CH2:26][C:27]#[N:28])=[CH:22][CH:21]=3)[CH:16]=[C:15]([CH2:29][CH3:30])[N:14]=2)[CH:10]=[CH:11][CH:12]=1. The yield is 0.340. The product is [Cl:6][C:7]1[CH:8]=[C:9]([C:13]2[N:18]=[C:17]([O:19][C:20]3[N:25]=[CH:24][C:23]([CH2:26][C:27]([NH2:28])=[O:2])=[CH:22][CH:21]=3)[CH:16]=[C:15]([CH2:29][CH3:30])[N:14]=2)[CH:10]=[CH:11][CH:12]=1.